Dataset: Forward reaction prediction with 1.9M reactions from USPTO patents (1976-2016). Task: Predict the product of the given reaction. (1) Given the reactants [OH-].C([N+](C)(C)C)C1C=CC=CC=1.[Cl:13][C:14]1[CH:15]=[C:16]([OH:21])[CH:17]=[CH:18][C:19]=1[Cl:20].[C:22]([C:28]([O:30]C)=[O:29])#[C:23][C:24]([O:26]C)=[O:25].[OH-].[Na+].Cl, predict the reaction product. The product is: [Cl:13][C:14]1[CH:15]=[C:16]([CH:17]=[CH:18][C:19]=1[Cl:20])[O:21][C:23](=[CH:22][C:28]([OH:30])=[O:29])[C:24]([OH:26])=[O:25]. (2) Given the reactants Cl.[CH3:2][O:3][C:4]1[CH:5]=[C:6]([C:12]2[C:13]([CH3:25])([CH3:24])[C:14](=[O:23])[N:15]([CH:17]3[CH2:22][CH2:21][NH:20][CH2:19][CH2:18]3)[N:16]=2)[CH:7]=[CH:8][C:9]=1[O:10][CH3:11].[CH3:26][N:27]1[C:35]2[CH:34]=[CH:33][CH:32]=[C:31]([S:36](Cl)(=[O:38])=[O:37])[C:30]=2[CH:29]=[CH:28]1, predict the reaction product. The product is: [CH3:2][O:3][C:4]1[CH:5]=[C:6]([C:12]2[C:13]([CH3:25])([CH3:24])[C:14](=[O:23])[N:15]([CH:17]3[CH2:22][CH2:21][N:20]([S:36]([C:31]4[CH:32]=[CH:33][CH:34]=[C:35]5[C:30]=4[CH:29]=[CH:28][N:27]5[CH3:26])(=[O:37])=[O:38])[CH2:19][CH2:18]3)[N:16]=2)[CH:7]=[CH:8][C:9]=1[O:10][CH3:11]. (3) Given the reactants [NH:1]1[C:9]2[C:4](=[CH:5][CH:6]=[CH:7][CH:8]=2)[C:3]([C:10]([O:12][CH3:13])=[O:11])=[N:2]1.C(=O)([O-])[O-].[Cs+].[Cs+].Br[CH2:21][C:22]1[C:27]([F:28])=[CH:26][C:25]([O:29][CH2:30][CH3:31])=[CH:24][C:23]=1[F:32], predict the reaction product. The product is: [CH2:30]([O:29][C:25]1[CH:24]=[C:23]([F:32])[C:22]([CH2:21][N:1]2[C:9]3[C:4](=[CH:5][CH:6]=[CH:7][CH:8]=3)[C:3]([C:10]([O:12][CH3:13])=[O:11])=[N:2]2)=[C:27]([F:28])[CH:26]=1)[CH3:31]. (4) Given the reactants [NH2:1][C@H:2]([CH2:13][C:14]1[CH:19]=[CH:18][C:17]([C:20]2[CH:25]=[C:24]([Cl:26])[CH:23]=[CH:22][C:21]=2[F:27])=[CH:16][CH:15]=1)[CH2:3][C:4]([CH2:11][OH:12])([CH2:8][CH:9]=[CH2:10])[C:5]([OH:7])=[O:6].[NH:28]1[CH:32]=[C:31]([C:33](O)=[O:34])[N:30]=[N:29]1.CCN(C(C)C)C(C)C.CN(C(ON1N=NC2C=CC=NC1=2)=[N+](C)C)C.F[P-](F)(F)(F)(F)F, predict the reaction product. The product is: [Cl:26][C:24]1[CH:23]=[CH:22][C:21]([F:27])=[C:20]([C:17]2[CH:18]=[CH:19][C:14]([CH2:13][C@@H:2]([NH:1][C:33]([C:31]3[NH:30][N:29]=[N:28][CH:32]=3)=[O:34])[CH2:3][C:4]([CH2:11][OH:12])([CH2:8][CH:9]=[CH2:10])[C:5]([OH:7])=[O:6])=[CH:15][CH:16]=2)[CH:25]=1. (5) Given the reactants Br[C:2]1[CH:7]=[CH:6][C:5]([O:8][CH3:9])=[CH:4][C:3]=1[N+:10]([O-:12])=[O:11].[CH2:13]([C:15]1([CH2:30][CH3:31])[CH2:20][CH2:19][C:18](B2OC(C)(C)C(C)(C)O2)=[CH:17][CH2:16]1)[CH3:14].P([O-])([O-])([O-])=O.[K+].[K+].[K+], predict the reaction product. The product is: [CH2:13]([C:15]1([CH2:30][CH3:31])[CH2:20][CH2:19][C:18]([C:2]2[CH:7]=[CH:6][C:5]([O:8][CH3:9])=[CH:4][C:3]=2[N+:10]([O-:12])=[O:11])=[CH:17][CH2:16]1)[CH3:14].